This data is from Reaction yield outcomes from USPTO patents with 853,638 reactions. The task is: Predict the reaction yield, written as a fraction of the theoretical maximum amount of product (1.0 means a 100% yield; for example, 0.34 means a 34% yield). The reactants are [CH2:1]([O:3][C:4](=[O:17])[C:5](=O)[CH2:6][C:7]([C:9]1[CH:14]=[CH:13][CH:12]=[C:11]([Cl:15])[CH:10]=1)=[O:8])C.Cl.[NH2:19]O. The catalyst is CO. The product is [CH3:1][O:3][C:4]([C:5]1[CH:6]=[C:7]([C:9]2[CH:14]=[CH:13][CH:12]=[C:11]([Cl:15])[CH:10]=2)[O:8][N:19]=1)=[O:17]. The yield is 0.710.